From a dataset of Full USPTO retrosynthesis dataset with 1.9M reactions from patents (1976-2016). Predict the reactants needed to synthesize the given product. Given the product [Cl:16][C:17]1[CH:22]=[CH:21][C:20]([CH2:23][C:24](=[O:26])[CH3:25])=[CH:19][C:18]=1[S:27]([NH:1][C:2]1[CH:9]=[CH:8][CH:7]=[C:4]([C:5]#[N:6])[CH:3]=1)(=[O:28])=[O:29], predict the reactants needed to synthesize it. The reactants are: [NH2:1][C:2]1[CH:3]=[C:4]([CH:7]=[CH:8][CH:9]=1)[C:5]#[N:6].N1C=CC=CC=1.[Cl:16][C:17]1[CH:22]=[CH:21][C:20]([CH2:23][C:24](=[O:26])[CH3:25])=[CH:19][C:18]=1[S:27](Cl)(=[O:29])=[O:28].